Predict the reactants needed to synthesize the given product. From a dataset of Full USPTO retrosynthesis dataset with 1.9M reactions from patents (1976-2016). (1) Given the product [C:4]([C:3]1[CH:9]=[CH:10][C:11]([C:13]2[N:18]=[C:17]3[N:19]([CH2:22][C:23]4[CH:24]=[C:25]5[C:30](=[CH:31][CH:32]=4)[N+:29]([O-:41])=[CH:28][CH:27]=[CH:26]5)[N:20]=[N:21][C:16]3=[CH:15][CH:14]=2)=[CH:12][C:2]=1[Cl:1])(=[O:5])[NH2:6], predict the reactants needed to synthesize it. The reactants are: [Cl:1][C:2]1[CH:12]=[C:11]([C:13]2[N:18]=[C:17]3[N:19]([CH2:22][C:23]4[CH:24]=[C:25]5[C:30](=[CH:31][CH:32]=4)[N:29]=[CH:28][CH:27]=[CH:26]5)[N:20]=[N:21][C:16]3=[CH:15][CH:14]=2)[CH:10]=[CH:9][C:3]=1[C:4]([NH:6]CC)=[O:5].ClC1C=CC=C(C(OO)=[O:41])C=1. (2) Given the product [CH2:9]([N:10]1[CH2:15][CH2:14][CH:13]([N:16]([CH2:17][CH3:18])[C:39](=[O:41])[CH2:38][C:35]2[CH:34]=[CH:33][C:32]([S:29]([CH3:28])(=[O:30])=[O:31])=[CH:37][CH:36]=2)[CH2:12][CH2:11]1)[C:3]1[CH:4]=[CH:5][CH:6]=[CH:7][CH:8]=1, predict the reactants needed to synthesize it. The reactants are: Cl.Cl.[C:3]1([CH2:9][N:10]2[CH2:15][CH2:14][CH:13]([NH:16][CH2:17][CH3:18])[CH2:12][CH2:11]2)[CH:8]=[CH:7][CH:6]=[CH:5][CH:4]=1.C(N(CC)C(C)C)(C)C.[CH3:28][S:29]([C:32]1[CH:37]=[CH:36][C:35]([CH2:38][C:39]([OH:41])=O)=[CH:34][CH:33]=1)(=[O:31])=[O:30].C1(N=C=NC2CCCCC2)CCCCC1. (3) Given the product [N:8]1[CH:9]=[CH:10][CH:11]=[C:6]([C:4]2[N:12]=[C:13]([NH2:15])[S:14][CH:3]=2)[CH:7]=1, predict the reactants needed to synthesize it. The reactants are: Br.Br[CH2:3][C:4]([C:6]1[CH:7]=[N:8][CH:9]=[CH:10][CH:11]=1)=O.[NH2:12][C:13]([NH2:15])=[S:14].C([O-])([O-])=O.[K+].[K+]. (4) Given the product [CH2:22]([O:29][C:30]([NH:13][C@@H:7]([C@@H:8]([OH:12])[CH:9]([CH3:10])[CH3:11])[C:6]([O:5][C:1]([CH3:3])([CH3:2])[CH3:4])=[O:14])=[O:31])[C:23]1[CH:28]=[CH:27][CH:26]=[CH:25][CH:24]=1, predict the reactants needed to synthesize it. The reactants are: [C:1]([O:5][C:6](=[O:14])[C@@H:7]([NH2:13])[C@@H:8]([OH:12])[CH:9]([CH3:11])[CH3:10])([CH3:4])([CH3:3])[CH3:2].C(N(CC)CC)C.[CH2:22]([O:29][C:30](ON1C(=O)CCC1=O)=[O:31])[C:23]1[CH:28]=[CH:27][CH:26]=[CH:25][CH:24]=1.